This data is from Forward reaction prediction with 1.9M reactions from USPTO patents (1976-2016). The task is: Predict the product of the given reaction. (1) Given the reactants [CH2:1]([NH:8][CH2:9][C@@H:10]([C:12]1[CH:23]=[CH:22][C:15]2[O:16][C:17]([CH3:21])([CH3:20])[O:18][CH2:19][C:14]=2[CH:13]=1)[OH:11])[C:2]1[CH:7]=[CH:6][CH:5]=[CH:4][CH:3]=1.Br[CH2:25][CH2:26][CH2:27][CH2:28][CH2:29][CH2:30][CH2:31][O:32][CH2:33][CH2:34][CH2:35][C:36]1[CH:37]=[C:38]([S:42]([NH2:45])(=[O:44])=[O:43])[CH:39]=[CH:40][CH:41]=1.C(N(CC)C(C)C)(C)C.C(#N)C, predict the reaction product. The product is: [CH2:1]([N:8]([CH2:9][C@@H:10]([C:12]1[CH:23]=[CH:22][C:15]2[O:16][C:17]([CH3:20])([CH3:21])[O:18][CH2:19][C:14]=2[CH:13]=1)[OH:11])[CH2:25][CH2:26][CH2:27][CH2:28][CH2:29][CH2:30][CH2:31][O:32][CH2:33][CH2:34][CH2:35][C:36]1[CH:37]=[C:38]([S:42]([NH2:45])(=[O:44])=[O:43])[CH:39]=[CH:40][CH:41]=1)[C:2]1[CH:3]=[CH:4][CH:5]=[CH:6][CH:7]=1. (2) Given the reactants Br[C:2]1[CH:3]=[C:4]([C:12]([O:14][CH3:15])=[O:13])[CH:5]=[C:6]([C:8]([O:10][CH3:11])=[O:9])[CH:7]=1.[C:16]([O:20][CH3:21])(=[O:19])[CH:17]=[CH2:18].C([O-])([O-])=O.[K+].[K+].[K+].[Br-], predict the reaction product. The product is: [CH3:21][O:20][C:16](=[O:19])[CH:17]=[CH:18][C:2]1[CH:3]=[C:4]([C:12]([O:14][CH3:15])=[O:13])[CH:5]=[C:6]([CH:7]=1)[C:8]([O:10][CH3:11])=[O:9]. (3) Given the reactants [CH2:1]([N:3]1[C:7]([C:8]2[C:9]([CH3:17])=[C:10]([CH:14]=[CH:15][CH:16]=2)[C:11]([OH:13])=O)=[C:6]([CH3:18])[CH:5]=[N:4]1)[CH3:2].Cl.[NH2:20][CH2:21][C:22]1[C:23](=[O:30])[NH:24][C:25]([CH3:29])=[CH:26][C:27]=1[CH3:28].C(N(CC)C(C)C)(C)C.F[P-](F)(F)(F)(F)F.N1(OC(N(C)C)=[N+](C)C)C2N=CC=CC=2N=N1, predict the reaction product. The product is: [CH3:28][C:27]1[CH:26]=[C:25]([CH3:29])[NH:24][C:23](=[O:30])[C:22]=1[CH2:21][NH:20][C:11](=[O:13])[C:10]1[CH:14]=[CH:15][CH:16]=[C:8]([C:7]2[N:3]([CH2:1][CH3:2])[N:4]=[CH:5][C:6]=2[CH3:18])[C:9]=1[CH3:17]. (4) Given the reactants Cl.[N:2]1[C:7]2[NH:8][CH:9]=[C:10]([C:11]3[N:16]=[C:15]([C:17]4[CH2:18][CH2:19][NH:20][CH2:21][CH:22]=4)[CH:14]=[CH:13][CH:12]=3)[C:6]=2[CH:5]=[N:4][CH:3]=1.[C:23]([CH2:25][C:26](ON1CCCC1)=[O:27])#[N:24].C(N(C(C)C)CC)(C)C.O, predict the reaction product. The product is: [O:27]=[C:26]([N:20]1[CH2:19][CH:18]=[C:17]([C:15]2[CH:14]=[CH:13][CH:12]=[C:11]([C:10]3[C:6]4[CH:5]=[N:4][CH:3]=[N:2][C:7]=4[NH:8][CH:9]=3)[N:16]=2)[CH2:22][CH2:21]1)[CH2:25][C:23]#[N:24]. (5) Given the reactants [C:1]([O:5][C:6](=[O:18])[NH:7][C@H:8]([CH2:16]O)[CH2:9][CH:10]1[CH2:15][CH2:14][CH2:13][CH2:12][CH2:11]1)([CH3:4])([CH3:3])[CH3:2].[C:19]1(=[O:29])[NH:23][C:22](=[O:24])[C:21]2=[CH:25][CH:26]=[CH:27][CH:28]=[C:20]12.C1(P(C2C=CC=CC=2)C2C=CC=CC=2)C=CC=CC=1.N(C(OC(C)C)=O)=NC(OC(C)C)=O.O1CCCC1, predict the reaction product. The product is: [CH:10]1([CH2:9][C@H:8]([NH:7][C:6](=[O:18])[O:5][C:1]([CH3:4])([CH3:3])[CH3:2])[CH2:16][N:23]2[C:19](=[O:29])[C:20]3[C:21](=[CH:25][CH:26]=[CH:27][CH:28]=3)[C:22]2=[O:24])[CH2:15][CH2:14][CH2:13][CH2:12][CH2:11]1.